Dataset: Catalyst prediction with 721,799 reactions and 888 catalyst types from USPTO. Task: Predict which catalyst facilitates the given reaction. (1) Reactant: CO[C:3]([C:5]1[N:6]=[CH:7][C:8]2[C:9](=[O:23])[N:10]([CH2:16][C:17]3[CH:22]=[CH:21][CH:20]=[CH:19][CH:18]=3)[CH:11]=[CH:12][C:13]=2[C:14]=1[OH:15])=[O:4].[NH2:24][CH2:25][CH2:26][NH:27][C:28](=[O:30])[CH3:29].CC(O)=O.O. Product: [C:28]([NH:27][CH2:26][CH2:25][NH:24][C:3]([C:5]1[N:6]=[CH:7][C:8]2[C:9](=[O:23])[N:10]([CH2:16][C:17]3[CH:22]=[CH:21][CH:20]=[CH:19][CH:18]=3)[CH:11]=[CH:12][C:13]=2[C:14]=1[OH:15])=[O:4])(=[O:30])[CH3:29]. The catalyst class is: 14. (2) The catalyst class is: 9. Reactant: [F:1][C:2]1[CH:7]=[CH:6][C:5]([C:8]2[CH:13]=[CH:12][N:11]3[CH:14]=[CH:15][N:16]=[C:10]3[CH:9]=2)=[CH:4][CH:3]=1.[I:17]N1C(=O)CCC1=O.O. Product: [F:1][C:2]1[CH:3]=[CH:4][C:5]([C:8]2[CH:13]=[CH:12][N:11]3[C:14]([I:17])=[CH:15][N:16]=[C:10]3[CH:9]=2)=[CH:6][CH:7]=1. (3) Reactant: [H-].[Na+].[OH:3][CH2:4][C:5]([O:7][CH3:8])=[O:6].[NH2:9][C:10]1[N:15]=[C:14](S(C)=O)[C:13]([C:19]2[CH:20]=[CH:21][C:22](=[O:28])[N:23]([CH:25]([CH3:27])[CH3:26])[N:24]=2)=[C:12]([C:29]2[CH:34]=[CH:33][CH:32]=[CH:31][CH:30]=2)[N:11]=1. Product: [NH2:9][C:10]1[N:15]=[C:14]([O:3][CH2:4][C:5]([O:7][CH3:8])=[O:6])[C:13]([C:19]2[CH:20]=[CH:21][C:22](=[O:28])[N:23]([CH:25]([CH3:27])[CH3:26])[N:24]=2)=[C:12]([C:29]2[CH:30]=[CH:31][CH:32]=[CH:33][CH:34]=2)[N:11]=1. The catalyst class is: 80. (4) Reactant: CO[C:3](=O)[NH:4][CH2:5][CH2:6][CH:7]([OH:12])[CH:8]=[C:9]([CH3:11])[CH3:10].[H-].[H-].[H-].[H-].[Li+].[Al+3].[OH-].[Na+]. Product: [CH3:10][C:9]([CH3:11])=[CH:8][CH:7]([OH:12])[CH2:6][CH2:5][NH:4][CH3:3]. The catalyst class is: 7. (5) Reactant: [H-].[Na+].[Cl:3][C:4]1[CH:5]=[CH:6][C:7]([OH:27])=[C:8]([CH2:10][N:11]2[N:15]=[C:14]([C:16]([NH:18][C:19]3[C:24]([F:25])=[CH:23][CH:22]=[CH:21][C:20]=3[F:26])=[O:17])[CH:13]=[N:12]2)[CH:9]=1.Br[CH2:29][CH2:30][CH2:31][CH3:32].Cl. Product: [CH2:29]([O:27][C:7]1[CH:6]=[CH:5][C:4]([Cl:3])=[CH:9][C:8]=1[CH2:10][N:11]1[N:15]=[C:14]([C:16]([NH:18][C:19]2[C:24]([F:25])=[CH:23][CH:22]=[CH:21][C:20]=2[F:26])=[O:17])[CH:13]=[N:12]1)[CH2:30][CH2:31][CH3:32]. The catalyst class is: 35. (6) Reactant: [C:1]([C:3]1[CH:8]=[CH:7][C:6]([CH2:9][O:10][C:11]2([CH3:14])[CH2:13][CH2:12]2)=[C:5]([CH:15]([CH3:17])[CH3:16])[CH:4]=1)#[CH:2].[CH3:18][O:19][C:20](=[O:29])[CH2:21][C:22]1[CH:27]=[CH:26][C:25](I)=[CH:24][CH:23]=1. Product: [CH:15]([C:5]1[CH:4]=[C:3]([C:1]#[C:2][C:25]2[CH:26]=[CH:27][C:22]([CH2:21][C:20]([O:19][CH3:18])=[O:29])=[CH:23][CH:24]=2)[CH:8]=[CH:7][C:6]=1[CH2:9][O:10][C:11]1([CH3:14])[CH2:12][CH2:13]1)([CH3:17])[CH3:16]. The catalyst class is: 337. (7) Reactant: [Cl:1][C:2]1[N:7]=[C:6]([Cl:8])[C:5]([F:9])=[C:4]([CH2:10][CH3:11])[N:3]=1.[Br:12]N1C(=O)CCC1=O.BrBr. Product: [Br:12][CH:10]([C:4]1[N:3]=[C:2]([Cl:1])[N:7]=[C:6]([Cl:8])[C:5]=1[F:9])[CH3:11]. The catalyst class is: 6. (8) Reactant: [C:1]([O:9][CH2:10][CH2:11][N:12]([CH3:14])[CH3:13])(=[O:8])/[CH:2]=[CH:3]/[C:4]([O:6][CH3:7])=[O:5].[CH3:15][I:16]. Product: [I-:16].[CH3:7][O:6][C:4](=[O:5])/[CH:3]=[CH:2]/[C:1]([O:9][CH2:10][CH2:11][N+:12]([CH3:15])([CH3:14])[CH3:13])=[O:8]. The catalyst class is: 27. (9) Reactant: N1C=CC=CC=1.F[C:8](F)(F)[C:9]([O:11][C:12]1[C:17]([F:18])=[C:16]([F:19])[C:15]([F:20])=[C:14]([F:21])[C:13]=1[F:22])=[O:10].[N:25]([C:31]([O:33][CH2:34][C:35]1[CH:40]=[CH:39][CH:38]=[CH:37][CH:36]=1)=[O:32])(CC(O)=O)[CH3:26]. Product: [N:25]([C:31]([O:33][CH2:34][C:35]1[CH:40]=[CH:39][CH:38]=[CH:37][CH:36]=1)=[O:32])([CH2:8][C:9]([O:11][C:12]1[C:17]([F:18])=[C:16]([F:19])[C:15]([F:20])=[C:14]([F:21])[C:13]=1[F:22])=[O:10])[CH3:26]. The catalyst class is: 2.